This data is from TCR-epitope binding with 47,182 pairs between 192 epitopes and 23,139 TCRs. The task is: Binary Classification. Given a T-cell receptor sequence (or CDR3 region) and an epitope sequence, predict whether binding occurs between them. (1) Result: 0 (the TCR does not bind to the epitope). The epitope is EILDITPCSF. The TCR CDR3 sequence is CASSLIGLAGEAPGELFF. (2) The TCR CDR3 sequence is CASSLGWGDNEQFF. The epitope is TTLPVNVAF. Result: 0 (the TCR does not bind to the epitope). (3) The epitope is IIKDYGKQM. The TCR CDR3 sequence is CASRPGTNTEAFF. Result: 0 (the TCR does not bind to the epitope). (4) Result: 1 (the TCR binds to the epitope). The epitope is SEVGPEHSLAEY. The TCR CDR3 sequence is CASSQVLNQPQHF. (5) The epitope is VVYRGTTTY. The TCR CDR3 sequence is CASSWGAAEAFF. Result: 0 (the TCR does not bind to the epitope). (6) The epitope is AIMTRCLAV. The TCR CDR3 sequence is CASSENGRGNFGYTF. Result: 1 (the TCR binds to the epitope). (7) The epitope is KRWIILGLNK. The TCR CDR3 sequence is CASSLGVNAVEQYF. Result: 1 (the TCR binds to the epitope).